Dataset: Forward reaction prediction with 1.9M reactions from USPTO patents (1976-2016). Task: Predict the product of the given reaction. Given the reactants CS([O:5][CH2:6][C:7]1[CH:8]=[N:9][C:10]([C:13]#[N:14])=[CH:11][CH:12]=1)(=O)=O.[CH3:15][CH2:16]O, predict the reaction product. The product is: [CH2:15]([O:5][CH2:6][C:7]1[CH:12]=[CH:11][C:10]([C:13]#[N:14])=[N:9][CH:8]=1)[CH3:16].